From a dataset of Full USPTO retrosynthesis dataset with 1.9M reactions from patents (1976-2016). Predict the reactants needed to synthesize the given product. (1) Given the product [Cl:1][CH2:2][C:3]1[CH:11]=[CH:10][C:6]([C:21]([CH3:22])([OH:20])[CH3:12])=[CH:5][CH:4]=1, predict the reactants needed to synthesize it. The reactants are: [Cl:1][CH2:2][C:3]1[CH:11]=[CH:10][C:6](C(Cl)=O)=[CH:5][CH:4]=1.[CH3:12][Mg]Br.[Cl-].[NH4+].C([O:20][CH2:21][CH3:22])(=O)C. (2) Given the product [C:1]([O:5][C:6](=[O:7])[CH2:8][C@H:9]1[CH2:10][C@@H:11]([CH2:17][CH2:18][N:19]2[C:20]([CH:21]([CH3:23])[CH3:22])=[C:52]([S:49]([C:46]3[CH:45]=[CH:44][C:43]([CH3:54])=[CH:48][CH:47]=3)(=[O:50])=[O:51])[N:53]=[C:25]2[C:29]2[CH:30]=[CH:31][C:32]([F:35])=[CH:33][CH:34]=2)[O:12][C:13]([CH3:15])([CH3:16])[O:14]1)([CH3:2])([CH3:3])[CH3:4], predict the reactants needed to synthesize it. The reactants are: [C:1]([O:5][C:6]([CH2:8][C@@H:9]1[O:14][C:13]([CH3:16])([CH3:15])[O:12][C@H:11]([CH2:17][CH2:18][N:19]([CH:25]([C:29]2[CH:34]=[CH:33][C:32]([F:35])=[CH:31][CH:30]=2)C(O)=O)[C:20](=O)[CH:21]([CH3:23])[CH3:22])[CH2:10]1)=[O:7])([CH3:4])([CH3:3])[CH3:2].C(OC(=O)C)(=O)C.[C:43]1([CH3:54])[CH:48]=[CH:47][C:46]([S:49]([C:52]#[N:53])(=[O:51])=[O:50])=[CH:45][CH:44]=1. (3) The reactants are: [F:1][C:2]1[CH:3]=[CH:4][C:5]([C:8]2[C:12](/[CH:13]=[CH:14]/[C:15]3[S:16][C:17]([C:21]([OH:23])=O)=[C:18]([CH3:20])[N:19]=3)=[C:11]([CH3:24])[O:10][N:9]=2)=[N:6][CH:7]=1.[NH2:25][CH:26]1[CH2:31][CH2:30][O:29][CH2:28][CH2:27]1. Given the product [O:29]1[CH2:30][CH2:31][CH:26]([NH:25][C:21]([C:17]2[S:16][C:15](/[CH:14]=[CH:13]/[C:12]3[C:8]([C:5]4[CH:4]=[CH:3][C:2]([F:1])=[CH:7][N:6]=4)=[N:9][O:10][C:11]=3[CH3:24])=[N:19][C:18]=2[CH3:20])=[O:23])[CH2:27][CH2:28]1, predict the reactants needed to synthesize it. (4) Given the product [F:24][C:23]1[C:18]([NH:17][C:11]2[CH:12]=[CH:13][CH:14]=[C:15]([CH3:16])[C:10]=2[N:5]([CH2:4][CH2:3][C:1]([NH2:2])=[O:39])[S:6]([CH3:9])(=[O:7])=[O:8])=[N:19][C:20]([NH:25][C:26]2[CH:27]=[C:28]([O:36][CH3:37])[C:29]([O:34][CH3:35])=[C:30]([O:32][CH3:33])[CH:31]=2)=[N:21][CH:22]=1, predict the reactants needed to synthesize it. The reactants are: [C:1]([CH2:3][CH2:4][N:5]([C:10]1[C:15]([CH3:16])=[CH:14][CH:13]=[CH:12][C:11]=1[NH:17][C:18]1[C:23]([F:24])=[CH:22][N:21]=[C:20]([NH:25][C:26]2[CH:31]=[C:30]([O:32][CH3:33])[C:29]([O:34][CH3:35])=[C:28]([O:36][CH3:37])[CH:27]=2)[N:19]=1)[S:6]([CH3:9])(=[O:8])=[O:7])#[N:2].C(O)(C(F)(F)F)=[O:39]. (5) Given the product [C:1]([O:5][C:6]([N:8]1[CH:13]([C:14]2[NH:36][C:17]([C:19]3[CH:24]=[CH:23][C:22]([Br:25])=[CH:21][CH:20]=3)=[CH:16][N:15]=2)[CH:12]2[CH2:27][CH:9]1[CH2:10][CH2:11]2)=[O:7])([CH3:4])([CH3:3])[CH3:2], predict the reactants needed to synthesize it. The reactants are: [C:1]([O:5][C:6]([N:8]1[CH:13]([C:14](=O)[NH:15][CH2:16][C:17]([C:19]2[CH:24]=[CH:23][C:22]([Br:25])=[CH:21][CH:20]=2)=O)[CH:12]2[CH2:27][CH:9]1[CH2:10][CH2:11]2)=[O:7])([CH3:4])([CH3:3])[CH3:2].C(O)(=O)C.C([O-])(=O)C.[NH4+:36]. (6) Given the product [Cl:34][C:35]1[CH:36]=[C:37]([CH:40]=[CH:41][C:42]=1[Cl:43])[CH2:38][O:1][C:2]1[CH:25]=[CH:24][C:5]2[C:6]([CH2:9][CH2:10][CH:11]3[CH2:16][CH2:15][N:14]([C:17]([O:19][C:20]([CH3:23])([CH3:22])[CH3:21])=[O:18])[CH2:13][CH2:12]3)=[N:7][O:8][C:4]=2[C:3]=1[CH2:26][OH:27], predict the reactants needed to synthesize it. The reactants are: [OH:1][C:2]1[CH:25]=[CH:24][C:5]2[C:6]([CH2:9][CH2:10][CH:11]3[CH2:16][CH2:15][N:14]([C:17]([O:19][C:20]([CH3:23])([CH3:22])[CH3:21])=[O:18])[CH2:13][CH2:12]3)=[N:7][O:8][C:4]=2[C:3]=1[CH2:26][OH:27].C(=O)([O-])[O-].[K+].[K+].[Cl:34][C:35]1[CH:36]=[C:37]([CH:40]=[CH:41][C:42]=1[Cl:43])[CH2:38]Cl.O. (7) Given the product [CH2:50]([O:45][C:44](=[O:46])[NH:43][CH2:47][CH2:48][NH:49][C:16](=[O:17])[C@@H:15]([NH:19][C:20]([O:22][C:23]([CH3:25])([CH3:24])[CH3:26])=[O:21])[CH2:14][C@@H:13]([O:27][Si:28]([C:31]([CH3:32])([CH3:33])[CH3:34])([CH3:30])[CH3:29])[CH2:12][NH:11][C:9]([O:8][CH2:1][C:2]1[CH:7]=[CH:6][CH:5]=[CH:4][CH:3]=1)=[O:10])[C:67]1[CH:66]=[CH:65][CH:64]=[CH:63][CH:68]=1, predict the reactants needed to synthesize it. The reactants are: [CH2:1]([O:8][C:9]([NH:11][CH2:12][C@H:13]([O:27][Si:28]([C:31]([CH3:34])([CH3:33])[CH3:32])([CH3:30])[CH3:29])[CH2:14][C@H:15]([NH:19][C:20]([O:22][C:23]([CH3:26])([CH3:25])[CH3:24])=[O:21])[C:16](O)=[O:17])=[O:10])[C:2]1[CH:7]=[CH:6][CH:5]=[CH:4][CH:3]=1.Cl.C([N:43]([CH2:47][CH2:48][NH2:49])[C:44](=[O:46])[OH:45])C1C=CC=CC=1.[CH:50](N(C(C)C)CC)(C)C.C(Cl)CCl.[CH:63]1[CH:64]=[CH:65][C:66]2N(O)N=N[C:67]=2[CH:68]=1.